From a dataset of Full USPTO retrosynthesis dataset with 1.9M reactions from patents (1976-2016). Predict the reactants needed to synthesize the given product. (1) Given the product [C:37](=[O:38])([O:39][C:40]1[CH:45]=[CH:44][CH:43]=[CH:42][CH:41]=1)[O:35][C:6]1([C:26]2[CH:31]=[CH:30][CH:29]=[CH:28][C:27]=2[O:32][CH2:33][CH3:34])[C:5]2[C:9](=[CH:10][CH:11]=[C:3]([C:1]#[N:2])[CH:4]=2)[N:8]([S:12]([C:15]2[CH:20]=[CH:19][C:18]([O:21][CH3:22])=[CH:17][C:16]=2[O:23][CH3:24])(=[O:14])=[O:13])[C:7]1=[O:25], predict the reactants needed to synthesize it. The reactants are: [C:1]([C:3]1[CH:4]=[C:5]2[C:9](=[CH:10][CH:11]=1)[N:8]([S:12]([C:15]1[CH:20]=[CH:19][C:18]([O:21][CH3:22])=[CH:17][C:16]=1[O:23][CH3:24])(=[O:14])=[O:13])[C:7](=[O:25])[C:6]2([OH:35])[C:26]1[CH:31]=[CH:30][CH:29]=[CH:28][C:27]=1[O:32][CH2:33][CH3:34])#[N:2].Cl[C:37]([O:39][C:40]1[CH:45]=[CH:44][CH:43]=[CH:42][CH:41]=1)=[O:38]. (2) Given the product [F:1][C:2]1[CH:23]=[CH:22][CH:21]=[C:20]([F:24])[C:3]=1[CH2:4][O:5][C:6]1[C:7]2[N:8]([C:13]([C:17]([NH:58][C:59]34[CH2:65][CH2:64][CH:63]3[CH2:62][N:61]([C:66]([O:68][C:69]([CH3:72])([CH3:71])[CH3:70])=[O:67])[CH2:60]4)=[O:18])=[C:14]([CH3:16])[N:15]=2)[CH:9]=[C:10]([CH3:12])[CH:11]=1, predict the reactants needed to synthesize it. The reactants are: [F:1][C:2]1[CH:23]=[CH:22][CH:21]=[C:20]([F:24])[C:3]=1[CH2:4][O:5][C:6]1[C:7]2[N:8]([C:13]([C:17](O)=[O:18])=[C:14]([CH3:16])[N:15]=2)[CH:9]=[C:10]([CH3:12])[CH:11]=1.CN(C(ON1N=NC2C=CC=NC1=2)=[N+](C)C)C.F[P-](F)(F)(F)(F)F.C(N(CC)C(C)C)(C)C.[NH2:58][C:59]12[CH2:65][CH2:64][CH:63]1[CH2:62][N:61]([C:66]([O:68][C:69]([CH3:72])([CH3:71])[CH3:70])=[O:67])[CH2:60]2. (3) The reactants are: C([N:8]1[CH2:13][CH2:12][CH2:11][C@H:10]([O:14][C:15]2[CH:20]=[CH:19][C:18]([N+:21]([O-])=O)=[CH:17][CH:16]=2)[CH2:9]1)C1C=CC=CC=1. Given the product [NH2:21][C:18]1[CH:19]=[CH:20][C:15]([O:14][C@H:10]2[CH2:11][CH2:12][CH2:13][NH:8][CH2:9]2)=[CH:16][CH:17]=1, predict the reactants needed to synthesize it. (4) Given the product [CH2:23]([O:30][C:31](=[O:41])[CH2:32][C:33]1([C:38]([NH:83][CH:69]([CH2:70][C:71]2[CH:76]=[CH:75][C:74]([C:77]3[CH:82]=[CH:81][CH:80]=[CH:79][CH:78]=3)=[CH:73][CH:72]=2)[CH2:68][C:67]([O:66][C:62]([CH3:65])([CH3:63])[CH3:64])=[O:84])=[O:40])[CH2:34][CH2:35][CH2:36][CH2:37]1)[C:24]1[CH:25]=[CH:26][CH:27]=[CH:28][CH:29]=1, predict the reactants needed to synthesize it. The reactants are: CCN=C=NCCCN(C)C.Cl.ON1C2N=CC=CC=2N=N1.[CH2:23]([O:30][C:31](=[O:41])[CH2:32][C:33]1([C:38]([OH:40])=O)[CH2:37][CH2:36][CH2:35][CH2:34]1)[C:24]1[CH:29]=[CH:28][CH:27]=[CH:26][CH:25]=1.C(OC(C1(CC(O)=O)CCCC1)=O)C1C=CC=CC=1.Cl.[C:62]([O:66][C:67](=[O:84])[CH2:68][CH:69]([NH2:83])[CH2:70][C:71]1[CH:76]=[CH:75][C:74]([C:77]2[CH:82]=[CH:81][CH:80]=[CH:79][CH:78]=2)=[CH:73][CH:72]=1)([CH3:65])([CH3:64])[CH3:63].CCN(C(C)C)C(C)C. (5) Given the product [C:22]([C:24]1[C:17]([C:16]2[CH:19]=[CH:20][CH:21]=[C:14]([N+:11]([O-:13])=[O:12])[CH:15]=2)=[N:9][C:2]([C:3]2[CH:8]=[CH:7][CH:6]=[CH:5][CH:4]=2)=[N:10][C:25]=1[OH:26])#[N:23], predict the reactants needed to synthesize it. The reactants are: Cl.[C:2]([NH2:10])(=[NH:9])[C:3]1[CH:8]=[CH:7][CH:6]=[CH:5][CH:4]=1.[N+:11]([C:14]1[CH:15]=[C:16]([CH:19]=[CH:20][CH:21]=1)[CH:17]=O)([O-:13])=[O:12].[C:22]([CH2:24][C:25](OCC)=[O:26])#[N:23].C(=O)([O-])[O-].[K+].[K+].Cl. (6) Given the product [NH2:7][CH2:8][C:9]1[CH:10]=[C:11]([CH:12]=[CH:13][CH:14]=1)[C:15]([NH:16][C:17]1[S:18][C:19]2[CH2:25][C@@H:24]([N:26]3[CH2:31][CH2:30][O:29][CH2:28][CH2:27]3)[CH2:23][CH2:22][C:20]=2[N:21]=1)=[O:32], predict the reactants needed to synthesize it. The reactants are: C(OC(=O)[NH:7][CH2:8][C:9]1[CH:14]=[CH:13][CH:12]=[C:11]([C:15](=[O:32])[NH:16][C:17]2[S:18][C:19]3[CH2:25][C@@H:24]([N:26]4[CH2:31][CH2:30][O:29][CH2:28][CH2:27]4)[CH2:23][CH2:22][C:20]=3[N:21]=2)[CH:10]=1)(C)(C)C.FC(F)(F)C(O)=O. (7) Given the product [Br:1][C:2]1[CH:3]=[CH:4][C:5]([F:14])=[C:6]([C:8]2[CH:9]=[N+:10]([O-:17])[CH:11]=[CH:12][CH:13]=2)[CH:7]=1, predict the reactants needed to synthesize it. The reactants are: [Br:1][C:2]1[CH:3]=[CH:4][C:5]([F:14])=[C:6]([C:8]2[CH:9]=[N:10][CH:11]=[CH:12][CH:13]=2)[CH:7]=1.C(OO)(=[O:17])C.OO.